From a dataset of Forward reaction prediction with 1.9M reactions from USPTO patents (1976-2016). Predict the product of the given reaction. (1) Given the reactants [Cl:1][C:2]1[CH:7]=[CH:6][CH:5]=[CH:4][C:3]=1[CH:8]([C:20]1[CH:28]=[CH:27][C:23]([C:24]([OH:26])=O)=[C:22]([F:29])[CH:21]=1)[CH2:9][C:10]([C:12]1[CH:17]=[CH:16][C:15](=[O:18])[N:14]([CH3:19])[CH:13]=1)=[O:11].[CH3:30][N:31]1[CH2:36][CH2:35][CH:34]([NH:37][CH3:38])[CH2:33][CH2:32]1.CN([P+](ON1N=NC2C=CC=CC1=2)(N(C)C)N(C)C)C.F[P-](F)(F)(F)(F)F, predict the reaction product. The product is: [Cl:1][C:2]1[CH:7]=[CH:6][CH:5]=[CH:4][C:3]=1[CH:8]([C:20]1[CH:28]=[CH:27][C:23]([C:24]([N:37]([CH3:38])[CH:34]2[CH2:35][CH2:36][N:31]([CH3:30])[CH2:32][CH2:33]2)=[O:26])=[C:22]([F:29])[CH:21]=1)[CH2:9][C:10]([C:12]1[CH:17]=[CH:16][C:15](=[O:18])[N:14]([CH3:19])[CH:13]=1)=[O:11]. (2) Given the reactants [C:1]([C@H:5]1[CH2:10][CH2:9][C@H:8]([O:11][C:12]2[CH:13]=[C:14]3[C:19](=[CH:20][CH:21]=2)[CH2:18][CH:17]([CH2:22][OH:23])[CH2:16][CH2:15]3)[CH2:7][CH2:6]1)([CH3:4])([CH3:3])[CH3:2].C(Cl)Cl.CC(OI1(OC(C)=O)(OC(C)=O)OC(=O)C2C=CC=CC1=2)=O, predict the reaction product. The product is: [C:1]([C@H:5]1[CH2:6][CH2:7][C@H:8]([O:11][C:12]2[CH:13]=[C:14]3[C:19](=[CH:20][CH:21]=2)[CH2:18][CH:17]([CH:22]=[O:23])[CH2:16][CH2:15]3)[CH2:9][CH2:10]1)([CH3:4])([CH3:2])[CH3:3].